Dataset: Reaction yield outcomes from USPTO patents with 853,638 reactions. Task: Predict the reaction yield, written as a fraction of the theoretical maximum amount of product (1.0 means a 100% yield; for example, 0.34 means a 34% yield). (1) The reactants are [C:1]([C:5]1[CH:10]=[C:9]([F:11])[C:8]([N+:12]([O-])=O)=[CH:7][C:6]=1[OH:15])([CH3:4])([CH3:3])[CH3:2].C([O-])=O.[NH4+]. The catalyst is CCO.[Pd]. The product is [C:1]([C:5]1[CH:10]=[C:9]([F:11])[C:8]([NH2:12])=[CH:7][C:6]=1[OH:15])([CH3:4])([CH3:2])[CH3:3]. The yield is 0.830. (2) The reactants are Br[C:2]1[CH:3]=[C:4]([S:8]([N:11]2[CH2:16][CH2:15][N:14]([C:17]3[CH:22]=[CH:21][C:20]([F:23])=[CH:19][C:18]=3[C:24]([F:27])([F:26])[F:25])[CH2:13][C@H:12]2[CH3:28])(=[O:10])=[O:9])[CH:5]=[CH:6][CH:7]=1.[O-]P([O-])([O-])=O.[K+].[K+].[K+].[NH:37]1[CH:41]=[CH:40][N:39]=[CH:38]1. The catalyst is O1CCOCC1.NC[C@@H]1CCCC[C@H]1CN. The product is [F:23][C:20]1[CH:21]=[CH:22][C:17]([N:14]2[CH2:15][CH2:16][N:11]([S:8]([C:4]3[CH:5]=[CH:6][CH:7]=[C:2]([N:37]4[CH:41]=[CH:40][N:39]=[CH:38]4)[CH:3]=3)(=[O:10])=[O:9])[C@H:12]([CH3:28])[CH2:13]2)=[C:18]([C:24]([F:27])([F:26])[F:25])[CH:19]=1. The yield is 0.750.